This data is from Reaction yield outcomes from USPTO patents with 853,638 reactions. The task is: Predict the reaction yield, written as a fraction of the theoretical maximum amount of product (1.0 means a 100% yield; for example, 0.34 means a 34% yield). (1) The reactants are [CH3:1][O:2][C:3](=[O:10])[CH:4]=[CH:5][C:6]([CH3:9])([CH3:8])[CH3:7]. The catalyst is CO.C(OCC)(=O)C.[Pd]. The product is [CH3:1][O:2][C:3](=[O:10])[CH2:4][CH2:5][C:6]([CH3:9])([CH3:8])[CH3:7]. The yield is 0.810. (2) The reactants are [H-].[Na+].[I:3][C:4]1[CH:5]=[N:6][NH:7][CH:8]=1.I[CH:10]([CH3:12])[CH3:11]. The catalyst is CN(C=O)C. The product is [I:3][C:4]1[CH:5]=[N:6][N:7]([CH:10]([CH3:12])[CH3:11])[CH:8]=1. The yield is 0.660. (3) The reactants are [F:1][C:2]1[CH:3]=[CH:4][C:5]2[O:9][C@H:8]([CH2:10]O)[C@@H:7]([N:12]3[C:20]4[C:15](=[CH:16][CH:17]=[CH:18][C:19]=4[F:21])[C:14]([CH3:23])([CH3:22])[CH2:13]3)[C:6]=2[CH:24]=1.[CH3:25][NH:26][S:27]([C:30]1[CH:35]=[CH:34][CH:33]=[CH:32][C:31]=1[N+:36]([O-:38])=[O:37])(=[O:29])=[O:28].C1(P(C2C=CC=CC=2)C2C=CC=CC=2)C=CC=CC=1.N(C(OC(C)C)=O)=NC(OC(C)C)=O. The catalyst is C1COCC1. The product is [F:1][C:2]1[CH:3]=[CH:4][C:5]2[O:9][C@H:8]([CH2:10][N:26]([CH3:25])[S:27]([C:30]3[CH:35]=[CH:34][CH:33]=[CH:32][C:31]=3[N+:36]([O-:38])=[O:37])(=[O:28])=[O:29])[C@@H:7]([N:12]3[C:20]4[C:15](=[CH:16][CH:17]=[CH:18][C:19]=4[F:21])[C:14]([CH3:23])([CH3:22])[CH2:13]3)[C:6]=2[CH:24]=1. The yield is 0.790. (4) The reactants are [NH2:1][C:2]1[N:3]=[CH:4][C:5]2[CH2:11][N:10]([C:12]3[C:13](=[O:19])[NH:14][CH:15]=[CH:16][C:17]=3[CH3:18])[CH2:9][CH2:8][C:6]=2[N:7]=1.I[C:21]1[CH:26]=[CH:25][CH:24]=[C:23]([CH3:27])[CH:22]=1.CNCCNC.P([O-])([O-])([O-])=O.[K+].[K+].[K+]. The catalyst is CN1CCCC1=O.[Cu](I)I. The product is [NH2:1][C:2]1[N:3]=[CH:4][C:5]2[CH2:11][N:10]([CH:12]3[C:17]([CH3:18])=[CH:16][CH2:15][N:14]([C:21]4[CH:22]=[C:23]([CH3:27])[CH:24]=[CH:25][CH:26]=4)[C:13]3=[O:19])[CH2:9][CH2:8][C:6]=2[N:7]=1. The yield is 0.470. (5) The catalyst is O1CCOCC1.C1C=CC(/C=C/C(/C=C/C2C=CC=CC=2)=O)=CC=1.C1C=CC(/C=C/C(/C=C/C2C=CC=CC=2)=O)=CC=1.C1C=CC(/C=C/C(/C=C/C2C=CC=CC=2)=O)=CC=1.[Pd].[Pd]. The reactants are [Cl:1][C:2]1[C:3]([N:11]2[CH:21]=[C:14]3[C:15](Cl)=[N:16][CH:17]=[C:18]([F:19])[C:13]3=[N:12]2)=[C:4]([CH:7]=[C:8]([F:10])[CH:9]=1)[C:5]#[N:6].[CH3:22][C:23]1[N:28]=[CH:27][N:26]=[C:25]([NH2:29])[CH:24]=1.CC1(C)C2C(=C(P(C3C=CC=CC=3)C3C=CC=CC=3)C=CC=2)OC2C(P(C3C=CC=CC=3)C3C=CC=CC=3)=CC=CC1=2.C(=O)([O-])[O-].[Cs+].[Cs+]. The yield is 0.360. The product is [Cl:1][C:2]1[C:3]([N:11]2[CH:21]=[C:14]3[C:15]([NH:29][C:25]4[CH:24]=[C:23]([CH3:22])[N:28]=[CH:27][N:26]=4)=[N:16][CH:17]=[C:18]([F:19])[C:13]3=[N:12]2)=[C:4]([CH:7]=[C:8]([F:10])[CH:9]=1)[C:5]#[N:6].